Task: Predict which catalyst facilitates the given reaction.. Dataset: Catalyst prediction with 721,799 reactions and 888 catalyst types from USPTO (1) Reactant: Br[C:2]1[N:3]=[C:4]([NH:15][CH2:16][CH2:17][CH:18]2[CH2:23][CH2:22][O:21][CH2:20][CH2:19]2)[C:5]([NH:8][CH2:9][C:10]([O:12]CC)=O)=[N:6][CH:7]=1.Br[C:25]1[C:26]([NH:32][CH2:33][C:34](OCC)=O)=[N:27][CH:28]=[C:29](Br)N=1.O1CCC(CCN)C[CH2:40]1. Product: [NH:27]1[C:26]2=[N:32][CH:33]=[C:34]([C:2]3[N:3]=[C:4]4[N:15]([CH2:16][CH2:17][CH:18]5[CH2:19][CH2:20][O:21][CH2:22][CH2:23]5)[C:10](=[O:12])[CH2:9][NH:8][C:5]4=[N:6][CH:7]=3)[CH:40]=[C:25]2[CH:29]=[CH:28]1. The catalyst class is: 16. (2) Reactant: [N:1]([C:4]([C:7]1[CH:12]=[CH:11][C:10]([C:13]2[C:22]([C:23]3[S:24][CH:25]=[CH:26][CH:27]=3)=[CH:21][C:20]3[C:15](=[CH:16][CH:17]=[N:18][C:19]=3[O:28][CH3:29])[N:14]=2)=[CH:9][CH:8]=1)([CH3:6])[CH3:5])=[N+]=[N-]. Product: [CH3:29][O:28][C:19]1[N:18]=[CH:17][CH:16]=[C:15]2[C:20]=1[CH:21]=[C:22]([C:23]1[S:24][CH:25]=[CH:26][CH:27]=1)[C:13]([C:10]1[CH:9]=[CH:8][C:7]([C:4]([NH2:1])([CH3:6])[CH3:5])=[CH:12][CH:11]=1)=[N:14]2. The catalyst class is: 50. (3) Reactant: Cl[C:2]1[CH:3]=[CH:4][C:5]([N+:12]([O-:14])=[O:13])=[C:6]([CH:11]=1)[C:7]([O:9][CH3:10])=[O:8].[F:15][C:16]1[CH:21]=[C:20]([F:22])[CH:19]=[CH:18][C:17]=1[OH:23].C(=O)([O-])[O-].[K+].[K+].O. Product: [CH3:10][O:9][C:7](=[O:8])[C:6]1[CH:11]=[C:2]([O:23][C:17]2[CH:18]=[CH:19][C:20]([F:22])=[CH:21][C:16]=2[F:15])[CH:3]=[CH:4][C:5]=1[N+:12]([O-:14])=[O:13]. The catalyst class is: 37. (4) Reactant: [CH3:1][N:2]([CH3:35])[CH2:3][C:4]#[C:5][C:6]1[CH:7]=[N:8][CH:9]=[C:10]([CH:34]=1)[C:11]([NH:13][C:14]1[CH:19]=[CH:18][C:17]([CH3:20])=[C:16]([NH:21][C:22]2[CH:23]=[C:24]3[C:29](=[CH:30][CH:31]=2)[N:28]=[CH:27][N:26]([CH3:32])[C:25]3=[O:33])[CH:15]=1)=[O:12]. Product: [CH3:35][N:2]([CH3:1])[CH2:3][CH2:4][CH2:5][C:6]1[CH:7]=[N:8][CH:9]=[C:10]([CH:34]=1)[C:11]([NH:13][C:14]1[CH:19]=[CH:18][C:17]([CH3:20])=[C:16]([NH:21][C:22]2[CH:23]=[C:24]3[C:29](=[CH:30][CH:31]=2)[N:28]=[CH:27][N:26]([CH3:32])[C:25]3=[O:33])[CH:15]=1)=[O:12]. The catalyst class is: 43. (5) The catalyst class is: 8. Reactant: [O-:1][CH2:2]C.[Na+].C[C:6]1[CH:11]=[CH:10][C:9]([CH2:12][C:13]#[N:14])=[CH:8][CH:7]=1.[CH2:15]([O:17][CH2:18][C:19](OCC)=[O:20])[CH3:16]. Product: [CH2:15]([O:17][CH2:18][C:19](=[O:20])[CH:12]([C:9]1[CH:8]=[CH:7][C:6]([O:1][CH3:2])=[CH:11][CH:10]=1)[C:13]#[N:14])[CH3:16]. (6) The catalyst class is: 1. Product: [Cl:11][C:5]1[CH:6]=[C:7]([CH:13]=[CH2:14])[CH:8]=[CH:9][C:4]=1[C:3]([OH:2])=[O:12]. Reactant: C[O:2][C:3](=[O:12])[C:4]1[CH:9]=[CH:8][C:7](Br)=[CH:6][C:5]=1[Cl:11].[CH2:13]([Sn](CCCC)(CCCC)C=C)[CH2:14]CC. (7) Reactant: [CH3:1][C:2]([O:8][CH2:9][CH:10]=[O:11])([CH3:7])[C:3]([O:5][CH3:6])=[O:4].O.O.P(O)(O)([O-])=[O:15].[Na+].S(=O)(=O)(O)N.Cl([O-])=O.[Na+].S([O-])([O-])(=O)=S.[Na+].[Na+]. Product: [CH3:6][O:5][C:3](=[O:4])[C:2]([CH3:1])([CH3:7])[O:8][CH2:9][C:10]([OH:15])=[O:11]. The catalyst class is: 371. (8) Reactant: [CH:1]1([CH2:4][N:5]2[C@@H:13]3[C@@:8]([C:15]4[CH:20]=[CH:19][C:18]([O:21][CH3:22])=[C:17]([O:23][CH3:24])[CH:16]=4)([CH2:9][CH2:10][C@@H:11]([NH2:14])[CH2:12]3)[CH2:7][CH2:6]2)[CH2:3][CH2:2]1.[F:25][C:26]1[C:31]([F:32])=[C:30]([F:33])[CH:29]=[CH:28][C:27]=1[N:34]=[C:35]=[O:36].[ClH:37]. Product: [ClH:37].[CH:1]1([CH2:4][N:5]2[C@@H:13]3[C@@:8]([C:15]4[CH:20]=[CH:19][C:18]([O:21][CH3:22])=[C:17]([O:23][CH3:24])[CH:16]=4)([CH2:9][CH2:10][C@@H:11]([NH:14][C:35]([NH:34][C:27]4[CH:28]=[CH:29][C:30]([F:33])=[C:31]([F:32])[C:26]=4[F:25])=[O:36])[CH2:12]3)[CH2:7][CH2:6]2)[CH2:2][CH2:3]1. The catalyst class is: 135. (9) Reactant: BrC1C2[NH:23][C:4](=[C:5]([C:35]3[C:40]([CH3:41])=[CH:39][C:38]([CH3:42])=[CH:37][C:36]=3[CH3:43])[C:6]3[CH:7]=[CH:8][C:9]([N:34]=3)=[C:10]([C:27]3[CH:32]=[CH:31][C:30]([CH3:33])=[CH:29][CH:28]=3)[C:11]3[NH:15][C:14]([CH:16]=[C:17]4[N:24]=[C:20](C=2)[CH2:19][C:18]4([CH3:26])[CH3:25])=[CH:13][CH:12]=3)[CH:3]=1.Cl.[CH2:45](Cl)Cl.[CH2:48]1[CH2:52][O:51][CH2:50][CH2:49]1. Product: [C:50]([C:49]1[C:48]2[NH:23][C:4](=[C:5]([C:35]3[C:40]([CH3:41])=[CH:39][C:38]([CH3:42])=[CH:37][C:36]=3[CH3:43])[C:6]3[CH:7]=[CH:8][C:9]([N:34]=3)=[C:10]([C:27]3[CH:28]=[CH:29][C:30]([CH3:33])=[CH:31][CH:32]=3)[C:11]3[NH:15][C:14]([CH:16]=[C:17]4[N:24]=[C:20]([CH:52]=2)[CH2:19][C:18]4([CH3:26])[CH3:25])=[CH:13][CH:12]=3)[CH:3]=1)(=[O:51])[CH3:45]. The catalyst class is: 235. (10) Reactant: [NH2:1][CH2:2][CH:3]1[N:12]2[C:7](=[CH:8][C:9](=[O:18])[C:10]([C:13]([O:15][CH2:16][CH3:17])=[O:14])=[CH:11]2)[C:6]2[CH:19]=[C:20]([O:26][CH2:27][CH3:28])[C:21]([O:23][CH2:24][CH3:25])=[CH:22][C:5]=2[CH2:4]1.C(N(CC)CC)C.[Cl:36][CH2:37][CH2:38][CH2:39][C:40](Cl)=[O:41]. Product: [Cl:36][CH2:37][CH2:38][CH2:39][C:40]([NH:1][CH2:2][CH:3]1[N:12]2[C:7](=[CH:8][C:9](=[O:18])[C:10]([C:13]([O:15][CH2:16][CH3:17])=[O:14])=[CH:11]2)[C:6]2[CH:19]=[C:20]([O:26][CH2:27][CH3:28])[C:21]([O:23][CH2:24][CH3:25])=[CH:22][C:5]=2[CH2:4]1)=[O:41]. The catalyst class is: 34.